This data is from Forward reaction prediction with 1.9M reactions from USPTO patents (1976-2016). The task is: Predict the product of the given reaction. (1) Given the reactants [CH2:1]([O:3][CH:4]([O:10][CH2:11][CH3:12])[C:5]1[O:6][CH:7]=[CH:8][CH:9]=1)[CH3:2].[Li]CCCC.C([O:21][B:22](OC(C)C)[O:23]C(C)C)(C)C.C(O)(=O)C, predict the reaction product. The product is: [CH2:11]([O:10][CH:4]([O:3][CH2:1][CH3:2])[C:5]1[O:6][C:7]([B:22]([OH:23])[OH:21])=[CH:8][CH:9]=1)[CH3:12]. (2) Given the reactants [CH2:1]([O:8][C:9]1[C:10]([C:25]([O:27][CH2:28][CH3:29])=[O:26])=[N:11][N:12]2[CH:17]([C:18](=[O:22])[CH:19]=[N+]=[N-])[CH2:16][N:15]([CH3:23])[C:14](=[O:24])[C:13]=12)[C:2]1[CH:7]=[CH:6][CH:5]=[CH:4][CH:3]=1.[ClH:30], predict the reaction product. The product is: [CH2:1]([O:8][C:9]1[C:10]([C:25]([O:27][CH2:28][CH3:29])=[O:26])=[N:11][N:12]2[CH:17]([C:18](=[O:22])[CH2:19][Cl:30])[CH2:16][N:15]([CH3:23])[C:14](=[O:24])[C:13]=12)[C:2]1[CH:7]=[CH:6][CH:5]=[CH:4][CH:3]=1. (3) Given the reactants [C:1]([C:5]1[CH:47]=[CH:46][C:8]2[N:9](COCC[Si](C)(C)C)[C:10]([CH2:12][CH2:13][CH2:14][CH2:15][S:16][CH2:17][C@@H:18]3[C@H:22]4[O:23]C(C)(C)[O:25][C@H:21]4[C@H:20]([N:28]4[CH:36]=[N:35][C:34]5[C:29]4=[N:30][CH:31]=[N:32][C:33]=5[NH2:37])[O:19]3)=[N:11][C:7]=2[CH:6]=1)([CH3:4])([CH3:3])[CH3:2], predict the reaction product. The product is: [NH2:37][C:33]1[N:32]=[CH:31][N:30]=[C:29]2[C:34]=1[N:35]=[CH:36][N:28]2[C@H:20]1[C@H:21]([OH:25])[C@H:22]([OH:23])[C@@H:18]([CH2:17][S:16][CH2:15][CH2:14][CH2:13][CH2:12][C:10]2[NH:9][C:8]3[CH:46]=[CH:47][C:5]([C:1]([CH3:4])([CH3:3])[CH3:2])=[CH:6][C:7]=3[N:11]=2)[O:19]1. (4) Given the reactants [CH2:1]([C:3]1[CH:8]=[C:7]([CH2:9][CH3:10])[N:6]=[CH:5][N:4]=1)[CH3:2].[Br:11]C1CC(=O)NC1=O.N(C(C)(C)C#N)=NC(C)(C)C#N, predict the reaction product. The product is: [Br:11][CH:1]([C:3]1[CH:8]=[C:7]([CH2:9][CH3:10])[N:6]=[CH:5][N:4]=1)[CH3:2]. (5) The product is: [CH3:27][CH:20]([NH:19][CH:8]([C:9]1[CH:18]=[CH:17][C:16]2[C:11](=[CH:12][CH:13]=[CH:14][CH:15]=2)[N:10]=1)[CH2:7][C:6]([OH:28])=[O:5])[C:21]1[CH:26]=[CH:25][CH:24]=[CH:23][CH:22]=1. Given the reactants C([O:5][C:6](=[O:28])[CH2:7][CH:8]([NH:19][CH:20]([CH3:27])[C:21]1[CH:26]=[CH:25][CH:24]=[CH:23][CH:22]=1)[C:9]1[CH:18]=[CH:17][C:16]2[C:11](=[CH:12][CH:13]=[CH:14][CH:15]=2)[N:10]=1)(C)(C)C.FC(F)(F)C(O)=O, predict the reaction product. (6) Given the reactants [Br:1]Br.[Cl:3][C:4]1[S:8][C:7]([C:9]([OH:11])=[O:10])=[CH:6][CH:5]=1, predict the reaction product. The product is: [Br:1][C:5]1[CH:6]=[C:7]([C:9]([OH:11])=[O:10])[S:8][C:4]=1[Cl:3]. (7) Given the reactants [Cl:1][C:2]1[CH:7]=[CH:6][C:5]([C:8]([OH:32])([C:26]2[N:27]([CH3:31])[CH:28]=[N:29][CH:30]=2)[C:9]2[CH:10]=[C:11]3[C:16](=[CH:17][CH:18]=2)[NH:15][C:14](=[O:19])[CH:13]=[C:12]3[C:20]2[S:21][C:22]([CH3:25])=[CH:23][CH:24]=2)=[CH:4][CH:3]=1.[OH-].[Na+].[CH3:35]I, predict the reaction product. The product is: [Cl:1][C:2]1[CH:3]=[CH:4][C:5]([C:8]([OH:32])([C:26]2[N:27]([CH3:31])[CH:28]=[N:29][CH:30]=2)[C:9]2[CH:10]=[C:11]3[C:16](=[CH:17][CH:18]=2)[N:15]([CH3:35])[C:14](=[O:19])[CH:13]=[C:12]3[C:20]2[S:21][C:22]([CH3:25])=[CH:23][CH:24]=2)=[CH:6][CH:7]=1. (8) Given the reactants [CH3:1][O:2][C:3]1[CH:10]=[C:9]([O:11][CH3:12])[CH:8]=[CH:7][C:4]=1[CH:5]=O.[C:13]([O:20][CH3:21])(=[O:19])[CH2:14][C:15]([O:17][CH3:18])=[O:16].N1CCCCC1.C(O)(=O)C1C=CC=CC=1, predict the reaction product. The product is: [CH3:1][O:2][C:3]1[CH:10]=[C:9]([O:11][CH3:12])[CH:8]=[CH:7][C:4]=1[CH:5]=[C:14]([C:13]([O:20][CH3:21])=[O:19])[C:15]([O:17][CH3:18])=[O:16].